This data is from Catalyst prediction with 721,799 reactions and 888 catalyst types from USPTO. The task is: Predict which catalyst facilitates the given reaction. (1) Product: [CH3:18][O:13][C:5]1[CH:4]=[C:3]([C:2]([F:14])([F:15])[F:1])[CH:8]=[C:7]([C:9]([F:11])([F:10])[F:12])[CH:6]=1. The catalyst class is: 21. Reactant: [F:1][C:2]([F:15])([F:14])[C:3]1[CH:4]=[C:5]([OH:13])[CH:6]=[C:7]([C:9]([F:12])([F:11])[F:10])[CH:8]=1.CI.[C:18]([O-])([O-])=O.[K+].[K+]. (2) Reactant: CN(C=O)C.C(OP([CH:14]([CH3:20])[C:15]([O:17][CH2:18][CH3:19])=[O:16])(OCC)=O)C.[H-].[Na+].[CH:23]1([NH:29][C:30]2[CH:39]=[C:38]3[C:33]([C:34](=[O:49])[N:35]([CH2:46][CH:47]=O)[C:36](=[O:45])[N:37]3[CH:40]3[CH2:44][CH2:43][CH2:42][CH2:41]3)=[CH:32][C:31]=2[F:50])[CH2:28][CH2:27][CH2:26][CH2:25][CH2:24]1. Product: [CH:23]1([NH:29][C:30]2[CH:39]=[C:38]3[C:33]([C:34](=[O:49])[N:35]([CH2:46]/[CH:47]=[C:14](\[CH3:20])/[C:15]([O:17][CH2:18][CH3:19])=[O:16])[C:36](=[O:45])[N:37]3[CH:40]3[CH2:44][CH2:43][CH2:42][CH2:41]3)=[CH:32][C:31]=2[F:50])[CH2:24][CH2:25][CH2:26][CH2:27][CH2:28]1. The catalyst class is: 6. (3) Reactant: C([CH:8]([NH2:32])[CH2:9][O:10][C:11]1[CH:16]=[CH:15][C:14]([CH2:17][CH2:18][C:19](=[O:29])[CH2:20][C:21]([C:23]2[CH:28]=[CH:27][CH:26]=[CH:25][CH:24]=2)=[O:22])=[CH:13][C:12]=1[O:30][CH3:31])(OC(C)(C)C)=O.[ClH:33].C(OCC)C. Product: [ClH:33].[NH2:32][CH2:8][CH2:9][O:10][C:11]1[CH:16]=[CH:15][C:14]([CH2:17][CH2:18][C:19](=[O:29])[CH2:20][C:21]([C:23]2[CH:24]=[CH:25][CH:26]=[CH:27][CH:28]=2)=[O:22])=[CH:13][C:12]=1[O:30][CH3:31]. The catalyst class is: 12. (4) Reactant: [NH2:1][CH:2]([C:32]1[CH:37]=[CH:36][CH:35]=[CH:34][CH:33]=1)[C:3]1[CH:8]=[CH:7][C:6]([C:9]2[C:17]3[C:12](=[N:13][CH:14]=[N:15][C:16]=3[NH2:18])[N:11]([C@H:19]3[CH2:24][CH2:23][C@@H:22]([N:25]4[CH2:30][CH2:29][N:28]([CH3:31])[CH2:27][CH2:26]4)[CH2:21][CH2:20]3)[N:10]=2)=[CH:5][CH:4]=1.[C:38]([O:41][C:42](=[O:44])[CH3:43])(=[O:40])[CH3:39]. Product: [C:38]([OH:41])(=[O:40])[CH3:39].[C:38]([OH:41])(=[O:40])[CH3:39].[NH2:18][C:16]1[N:15]=[CH:14][N:13]=[C:12]2[N:11]([C@H:19]3[CH2:24][CH2:23][C@@H:22]([N:25]4[CH2:30][CH2:29][N:28]([CH3:31])[CH2:27][CH2:26]4)[CH2:21][CH2:20]3)[N:10]=[C:9]([C:6]3[CH:7]=[CH:8][C:3]([CH:2]([C:32]4[CH:33]=[CH:34][CH:35]=[CH:36][CH:37]=4)[NH:1][C:42](=[O:44])[CH3:43])=[CH:4][CH:5]=3)[C:17]=12. The catalyst class is: 17. (5) Reactant: [F:1][C:2]([F:16])([F:15])[C:3]1[CH:8]=[CH:7][C:6]([N:9]2[CH2:14][CH2:13][NH:12][CH2:11][CH2:10]2)=[CH:5][CH:4]=1.Br[CH2:18][C@H:19]([CH3:22])[CH2:20][OH:21].C(N(CC)CC)C. Product: [CH3:18][C@@H:19]([CH2:22][N:12]1[CH2:13][CH2:14][N:9]([C:6]2[CH:5]=[CH:4][C:3]([C:2]([F:1])([F:15])[F:16])=[CH:8][CH:7]=2)[CH2:10][CH2:11]1)[CH2:20][OH:21]. The catalyst class is: 412. (6) Reactant: [Br:1][C:2]1[CH:7]=[CH:6][C:5]([OH:8])=[CH:4][CH:3]=1.[CH:9](OC(=O)C)=[CH2:10].C(=O)([O-])[O-].[Na+].[Na+]. The catalyst class is: 133. Product: [Br:1][C:2]1[CH:7]=[CH:6][C:5]([O:8][CH:9]=[CH2:10])=[CH:4][CH:3]=1. (7) Reactant: [F:1][C:2]1[CH:29]=[CH:28][C:5]2[S:6][C:7]([C:10]3[N:14]4[N:15]=[C:16]([CH3:26])[CH:17]=[C:18]([C:19]([CH2:23][CH2:24][CH3:25])=[CH:20][CH2:21][CH3:22])[C:13]4=[N:12][C:11]=3[CH3:27])=[C:8]([CH3:9])[C:4]=2[CH:3]=1. Product: [F:1][C:2]1[CH:29]=[CH:28][C:5]2[S:6][C:7]([C:10]3[N:14]4[N:15]=[C:16]([CH3:26])[CH:17]=[C:18]([CH:19]([CH2:20][CH2:21][CH3:22])[CH2:23][CH2:24][CH3:25])[C:13]4=[N:12][C:11]=3[CH3:27])=[C:8]([CH3:9])[C:4]=2[CH:3]=1. The catalyst class is: 43. (8) Reactant: [O:1]1[C:5]2=[N:6][C:7]3[CH:12]=[CH:11][CH:10]=[CH:9][C:8]=3[N:4]2[CH2:3][CH:2]1[CH2:13][CH2:14][CH2:15][CH2:16][CH2:17][CH2:18]O.CCN(S(F)(F)[F:26])CC.C(=O)([O-])[O-].[Na+].[Na+]. Product: [F:26][CH2:18][CH2:17][CH2:16][CH2:15][CH2:14][CH2:13][CH:2]1[O:1][C:5]2=[N:6][C:7]3[CH:12]=[CH:11][CH:10]=[CH:9][C:8]=3[N:4]2[CH2:3]1. The catalyst class is: 2. (9) Reactant: [C:1]([O:4][CH2:5][C:6]1[CH:11]=[CH:10][C:9]([C:12]2[CH2:13][N:14](C)[CH2:15][CH2:16][CH:17]=2)=[CH:8][CH:7]=1)(=[O:3])[CH3:2].ClC(OC(Cl)C)=O.C(N(CC)CC)C.[C:41](O[C:41]([O:43][C:44]([CH3:47])([CH3:46])[CH3:45])=[O:42])([O:43][C:44]([CH3:47])([CH3:46])[CH3:45])=[O:42]. Product: [C:1]([O:4][CH2:5][C:6]1[CH:11]=[CH:10][C:9]([C:12]2[CH2:13][N:14]([C:41]([O:43][C:44]([CH3:45])([CH3:46])[CH3:47])=[O:42])[CH2:15][CH2:16][CH:17]=2)=[CH:8][CH:7]=1)(=[O:3])[CH3:2]. The catalyst class is: 68.